From a dataset of NCI-60 drug combinations with 297,098 pairs across 59 cell lines. Regression. Given two drug SMILES strings and cell line genomic features, predict the synergy score measuring deviation from expected non-interaction effect. (1) Drug 1: CN1C2=C(C=C(C=C2)N(CCCl)CCCl)N=C1CCCC(=O)O.Cl. Drug 2: CC1CCC2CC(C(=CC=CC=CC(CC(C(=O)C(C(C(=CC(C(=O)CC(OC(=O)C3CCCCN3C(=O)C(=O)C1(O2)O)C(C)CC4CCC(C(C4)OC)O)C)C)O)OC)C)C)C)OC. Cell line: UO-31. Synergy scores: CSS=6.44, Synergy_ZIP=-1.61, Synergy_Bliss=0.477, Synergy_Loewe=-32.5, Synergy_HSA=1.70. (2) Drug 1: CCC1=CC2CC(C3=C(CN(C2)C1)C4=CC=CC=C4N3)(C5=C(C=C6C(=C5)C78CCN9C7C(C=CC9)(C(C(C8N6C)(C(=O)OC)O)OC(=O)C)CC)OC)C(=O)OC.C(C(C(=O)O)O)(C(=O)O)O. Drug 2: C1CN(CCN1C(=O)CCBr)C(=O)CCBr. Cell line: M14. Synergy scores: CSS=39.7, Synergy_ZIP=-1.59, Synergy_Bliss=1.13, Synergy_Loewe=-17.6, Synergy_HSA=-2.10. (3) Drug 1: C1C(C(OC1N2C=NC3=C2NC=NCC3O)CO)O. Drug 2: CC1CCCC2(C(O2)CC(NC(=O)CC(C(C(=O)C(C1O)C)(C)C)O)C(=CC3=CSC(=N3)C)C)C. Cell line: SNB-75. Synergy scores: CSS=35.9, Synergy_ZIP=-0.407, Synergy_Bliss=-1.88, Synergy_Loewe=-27.2, Synergy_HSA=-1.32. (4) Drug 1: CC1=C(C=C(C=C1)C(=O)NC2=CC(=CC(=C2)C(F)(F)F)N3C=C(N=C3)C)NC4=NC=CC(=N4)C5=CN=CC=C5. Drug 2: CS(=O)(=O)OCCCCOS(=O)(=O)C. Cell line: BT-549. Synergy scores: CSS=6.13, Synergy_ZIP=0.575, Synergy_Bliss=1.89, Synergy_Loewe=-1.63, Synergy_HSA=-1.59.